This data is from Peptide-MHC class II binding affinity with 134,281 pairs from IEDB. The task is: Regression. Given a peptide amino acid sequence and an MHC pseudo amino acid sequence, predict their binding affinity value. This is MHC class II binding data. (1) The peptide sequence is AAHSAAFEDLRVSSY. The MHC is HLA-DPA10301-DPB10402 with pseudo-sequence HLA-DPA10301-DPB10402. The binding affinity (normalized) is 0.292. (2) The peptide sequence is PSWASVKEDLVAYGG. The MHC is DRB1_1301 with pseudo-sequence DRB1_1301. The binding affinity (normalized) is 0.336. (3) The peptide sequence is KMIGGIGGFIKVRQYDQITI. The MHC is DRB1_1201 with pseudo-sequence DRB1_1201. The binding affinity (normalized) is 0.170. (4) The peptide sequence is APTGATTAAAGGYKV. The MHC is HLA-DPA10103-DPB10301 with pseudo-sequence HLA-DPA10103-DPB10301. The binding affinity (normalized) is 0.0850. (5) The peptide sequence is FPDRASIIRLVGAVL. The MHC is HLA-DQA10102-DQB10502 with pseudo-sequence HLA-DQA10102-DQB10502. The binding affinity (normalized) is 0.493. (6) The peptide sequence is IPTFLQEALNIALVA. The MHC is DRB1_0401 with pseudo-sequence DRB1_0401. The binding affinity (normalized) is 1.00. (7) The peptide sequence is YFRNEQSIPPLIQKY. The MHC is DRB3_0101 with pseudo-sequence DRB3_0101. The binding affinity (normalized) is 0.289.